This data is from Reaction yield outcomes from USPTO patents with 853,638 reactions. The task is: Predict the reaction yield, written as a fraction of the theoretical maximum amount of product (1.0 means a 100% yield; for example, 0.34 means a 34% yield). (1) The reactants are I[CH3:2].[C:3]([O:7][C:8](=[O:23])[NH:9][C@H:10]([CH2:21][OH:22])[CH2:11][CH2:12][O:13][CH2:14][C:15]1[CH:20]=[CH:19][CH:18]=[CH:17][CH:16]=1)([CH3:6])([CH3:5])[CH3:4]. The catalyst is CN(C)C=O.[Ag-]=O. The product is [C:3]([O:7][C:8](=[O:23])[NH:9][C@H:10]([CH2:21][O:22][CH3:2])[CH2:11][CH2:12][O:13][CH2:14][C:15]1[CH:16]=[CH:17][CH:18]=[CH:19][CH:20]=1)([CH3:5])([CH3:4])[CH3:6]. The yield is 1.00. (2) The product is [CH3:28][O:27][C:25]([CH:37]1[CH:35]([C:14]2[CH:15]=[CH:10][C:11]([F:16])=[CH:12][CH:13]=2)[CH2:34][N:33]([C:46]([O:48][C:49]([CH3:50])([CH3:51])[CH3:52])=[O:47])[CH2:36]1)=[O:26]. The yield is 0.740. The reactants are COC(C1C([C:10]2[CH:15]=[CH:14][CH:13]=[CH:12][C:11]=2[F:16])CN(CC2C=CC=CC=2)C1)=O.Cl[C:25]([O:27][CH:28](Cl)C)=[O:26].C([N:33]([CH2:36][CH3:37])[CH2:34][CH3:35])C.[C:46](O[C:46]([O:48][C:49]([CH3:52])([CH3:51])[CH3:50])=[O:47])([O:48][C:49]([CH3:52])([CH3:51])[CH3:50])=[O:47].Cl. The catalyst is ClCCCl.C1COCC1.C(OC)(C)(C)C.O. (3) The reactants are [F:1][C:2]1[CH:3]=[C:4]([CH:6]=[CH:7][C:8]=1[Br:9])[NH2:5].[C:10]([O-])(O)=[O:11].[Na+].ClC(Cl)(OC(=O)OC(Cl)(Cl)Cl)Cl. The catalyst is C(Cl)Cl. The product is [F:1][C:2]1[CH:3]=[C:4]([N:5]=[C:10]=[O:11])[CH:6]=[CH:7][C:8]=1[Br:9]. The yield is 0.660. (4) The reactants are [Cl:1][C:2]1[CH:9]=[CH:8][C:5]([CH2:6][NH2:7])=[CH:4][CH:3]=1.[CH3:10][O:11][CH:12]([O:16][CH3:17])[C:13](=O)[CH3:14]. The catalyst is C1(C)C=CC=CC=1. The product is [Cl:1][C:2]1[CH:9]=[CH:8][C:5]([CH2:6]/[N:7]=[C:13](/[CH3:14])\[CH:12]([O:16][CH3:17])[O:11][CH3:10])=[CH:4][CH:3]=1. The yield is 1.00. (5) The reactants are [C:1]([O:5][C:6](=[O:19])[CH2:7][C@@H:8]([CH2:17][OH:18])[CH2:9][C@H:10]([CH3:16])[CH2:11][CH2:12][CH2:13][CH2:14][CH3:15])([CH3:4])([CH3:3])[CH3:2].[S:20](Cl)([C:23]1[CH:29]=[CH:28][C:26]([CH3:27])=[CH:25][CH:24]=1)(=[O:22])=[O:21].C(N(CC)CC)C. The product is [C:1]([O:5][C:6](=[O:19])[CH2:7][C@@H:8]([CH2:17][O:18][S:20]([C:23]1[CH:29]=[CH:28][C:26]([CH3:27])=[CH:25][CH:24]=1)(=[O:22])=[O:21])[CH2:9][C@H:10]([CH3:16])[CH2:11][CH2:12][CH2:13][CH2:14][CH3:15])([CH3:3])([CH3:2])[CH3:4]. The catalyst is C(Cl)Cl.CN(C1C=CN=CC=1)C. The yield is 0.960. (6) The reactants are [Cl:1][C:2]1[CH:3]=[C:4]([CH:8]=[CH:9][C:10]=1[C:11]1[CH:16]=[CH:15][C:14]([NH:17][C:18]([C:20]2[N:21]=[C:22]([C:29]3[CH:34]=[CH:33][CH:32]=[CH:31][CH:30]=3)[O:23][C:24]=2[C:25]([F:28])([F:27])[F:26])=[O:19])=[CH:13][N:12]=1)[C:5](O)=[O:6].[CH3:35][O:36][C:37](=[O:43])[C@@H:38]([NH2:42])[CH:39]([CH3:41])[CH3:40].ON1C2N=CC=CC=2N=N1.Cl.C(N=C=NCCCN(C)C)C. The catalyst is ClCCl. The product is [CH3:35][O:36][C:37](=[O:43])[CH:38]([NH:42][C:5](=[O:6])[C:4]1[CH:8]=[CH:9][C:10]([C:11]2[CH:16]=[CH:15][C:14]([NH:17][C:18]([C:20]3[N:21]=[C:22]([C:29]4[CH:30]=[CH:31][CH:32]=[CH:33][CH:34]=4)[O:23][C:24]=3[C:25]([F:27])([F:26])[F:28])=[O:19])=[CH:13][N:12]=2)=[C:2]([Cl:1])[CH:3]=1)[CH:39]([CH3:41])[CH3:40]. The yield is 0.660. (7) The reactants are Cl[CH2:2]/[CH:3]=[CH:4]/[C:5]1[CH:10]=[CH:9][C:8]([F:11])=[CH:7][CH:6]=1.[N+](=CC([O:17][CH2:18][CH3:19])=O)=[N-].[CH2:20]([NH2:27])[C:21]1[CH:26]=[CH:25][CH:24]=[CH:23][CH:22]=1.C(=O)(O)[O-].[Na+]. The catalyst is C([O-])(=O)C.[Rh+2].C([O-])(=O)C.C(OCC)(=O)C.CN(C)C=O.ClCCl. The product is [CH2:20]([N:27]1[CH2:2][CH:3]2[CH:19]([CH:4]2[C:5]2[CH:10]=[CH:9][C:8]([F:11])=[CH:7][CH:6]=2)[C:18]1=[O:17])[C:21]1[CH:26]=[CH:25][CH:24]=[CH:23][CH:22]=1. The yield is 0.240.